This data is from Forward reaction prediction with 1.9M reactions from USPTO patents (1976-2016). The task is: Predict the product of the given reaction. (1) Given the reactants [F:1][C:2]1[CH:11]=[C:10]2[C:5]([CH:6]=[CH:7][N:8]=[C:9]2O)=[C:4]([O:13][CH3:14])[CH:3]=1.O=P(Cl)(Cl)[Cl:17], predict the reaction product. The product is: [Cl:17][C:9]1[C:10]2[C:5](=[C:4]([O:13][CH3:14])[CH:3]=[C:2]([F:1])[CH:11]=2)[CH:6]=[CH:7][N:8]=1. (2) Given the reactants [C:1]([O:5][C:6]([N:8]1[CH2:13][CH2:12][CH:11]([C:14]([OH:16])=O)[CH2:10][CH2:9]1)=[O:7])([CH3:4])([CH3:3])[CH3:2].C(N1C=CN=C1)(N1C=CN=C1)=O.O/[N:30]=[C:31](\[NH2:39])/[CH2:32][C:33]1[CH:34]=[N:35][CH:36]=[CH:37][CH:38]=1, predict the reaction product. The product is: [N:35]1[CH:36]=[CH:37][CH:38]=[C:33]([CH2:32][C:31]2[N:39]=[C:14]([CH:11]3[CH2:10][CH2:9][N:8]([C:6]([O:5][C:1]([CH3:2])([CH3:3])[CH3:4])=[O:7])[CH2:13][CH2:12]3)[O:16][N:30]=2)[CH:34]=1. (3) Given the reactants [CH3:1][N:2]1[C:7](=[O:8])[C:6]2[C:9]([C:30]3[CH:35]=[CH:34][CH:33]=[CH:32][CH:31]=3)=[C:10]([C:12]3[CH:17]=[CH:16][C:15]([C:18]4([NH:22]C(=O)OC(C)(C)C)[CH2:21][CH2:20][CH2:19]4)=[CH:14][CH:13]=3)[O:11][C:5]=2[N:4]=[C:3]1[N:36]1[CH2:40][CH2:39][CH2:38][CH2:37]1.Cl.CO.C([Cl:47])(=O)C, predict the reaction product. The product is: [ClH:47].[NH2:22][C:18]1([C:15]2[CH:14]=[CH:13][C:12]([C:10]3[O:11][C:5]4[N:4]=[C:3]([N:36]5[CH2:40][CH2:39][CH2:38][CH2:37]5)[N:2]([CH3:1])[C:7](=[O:8])[C:6]=4[C:9]=3[C:30]3[CH:35]=[CH:34][CH:33]=[CH:32][CH:31]=3)=[CH:17][CH:16]=2)[CH2:21][CH2:20][CH2:19]1. (4) The product is: [CH2:1]([C:5]1[CH:6]=[CH:7][C:8]([C:11]#[C:12][C:13]2[CH:14]=[CH:15][C:16]([CH2:17][N:18]([CH2:19][C:20]3[CH:21]=[CH:22][C:23]([O:24][CH2:25][C:26]([O:28][CH3:29])=[O:27])=[CH:30][CH:31]=3)[C:39]([C:38]3[CH:37]=[N:36][C:35]([OH:34])=[CH:43][CH:42]=3)=[O:40])=[CH:32][CH:33]=2)=[CH:9][CH:10]=1)[CH2:2][CH2:3][CH3:4]. Given the reactants [CH2:1]([C:5]1[CH:10]=[CH:9][C:8]([C:11]#[C:12][C:13]2[CH:33]=[CH:32][C:16]([CH2:17][NH:18][CH2:19][C:20]3[CH:31]=[CH:30][C:23]([O:24][CH2:25][C:26]([O:28][CH3:29])=[O:27])=[CH:22][CH:21]=3)=[CH:15][CH:14]=2)=[CH:7][CH:6]=1)[CH2:2][CH2:3][CH3:4].[OH:34][C:35]1[CH:43]=[CH:42][C:38]([C:39](O)=[O:40])=[CH:37][N:36]=1, predict the reaction product. (5) Given the reactants [CH:1]([C:3]1[CH:4]=[C:5]([CH:10]=[CH:11][C:12]=1[O:13][CH:14]([CH3:16])[CH3:15])[C:6]([O:8][CH3:9])=[O:7])=[O:2].[BH4-].[Li+], predict the reaction product. The product is: [OH:2][CH2:1][C:3]1[CH:4]=[C:5]([CH:10]=[CH:11][C:12]=1[O:13][CH:14]([CH3:16])[CH3:15])[C:6]([O:8][CH3:9])=[O:7]. (6) Given the reactants [OH:1]O.[NH2:3][C:4]1[N:8]([CH:9]2[CH2:14][CH2:13][CH2:12][CH2:11][CH2:10]2)[N:7]=[CH:6][C:5]=1[C:15]#[N:16], predict the reaction product. The product is: [NH2:3][C:4]1[N:8]([CH:9]2[CH2:14][CH2:13][CH2:12][CH2:11][CH2:10]2)[N:7]=[CH:6][C:5]=1[C:15]([NH2:16])=[O:1]. (7) The product is: [CH3:33][C:32]1[CH:34]=[CH:35][C:29]([S:26]([O:15][CH2:14][CH2:13][O:12][C:11]2[CH:16]=[CH:17][C:8]([CH2:7][C:6]3[CH:18]=[C:2]([Br:1])[CH:3]=[CH:4][C:5]=3[Cl:19])=[CH:9][CH:10]=2)(=[O:28])=[O:27])=[CH:30][CH:31]=1. Given the reactants [Br:1][C:2]1[CH:3]=[CH:4][C:5]([Cl:19])=[C:6]([CH:18]=1)[CH2:7][C:8]1[CH:17]=[CH:16][C:11]([O:12][CH2:13][CH2:14][OH:15])=[CH:10][CH:9]=1.N1C=CC=CC=1.[S:26](Cl)([C:29]1[CH:35]=[CH:34][C:32]([CH3:33])=[CH:31][CH:30]=1)(=[O:28])=[O:27].CC(=O)OCC, predict the reaction product.